From a dataset of Full USPTO retrosynthesis dataset with 1.9M reactions from patents (1976-2016). Predict the reactants needed to synthesize the given product. (1) Given the product [CH2:39]([C:41]1[CH:42]=[N:43][C:44]([N:47]2[CH2:48][CH2:49][CH:50]([CH2:53][CH2:54][CH2:55][O:56][C:57]3[CH:58]=[C:59]4[C:64](=[CH:65][C:66]=3[F:67])[CH2:63][N:62]([S:68]([CH3:71])(=[O:70])=[O:69])[CH2:61][CH2:60]4)[CH2:51][CH2:52]2)=[N:45][CH:46]=1)[CH3:40], predict the reactants needed to synthesize it. The reactants are: FC1C=C2C(CCN(S(C)(=O)=O)C2)=CC=1O.CS(OCCCC1CCN(C2N=CC(CC)=CN=2)CC1)(=O)=O.[CH2:39]([C:41]1[CH:42]=[N:43][C:44]([N:47]2[CH2:52][CH2:51][CH:50]([CH2:53][CH2:54][CH2:55][O:56][C:57]3[C:58](F)=[C:59]4[C:64](=[CH:65][C:66]=3[F:67])[CH2:63][N:62]([S:68]([CH3:71])(=[O:70])=[O:69])[CH2:61][CH2:60]4)[CH2:49][CH2:48]2)=[N:45][CH:46]=1)[CH3:40]. (2) Given the product [CH3:28][S:35]([CH2:22][CH2:21][O:20][C:13]1[N:12]=[C:11]2[C:16]([N:17]=[CH:18][N:10]2[CH2:9][C:8]2[CH:25]=[CH:26][CH:27]=[C:6]([CH2:5][C:3]([O:2][CH3:1])=[O:4])[CH:7]=2)=[C:15]([NH2:19])[N:14]=1)(=[O:37])=[O:34], predict the reactants needed to synthesize it. The reactants are: [CH3:1][O:2][C:3]([CH2:5][C:6]1[CH:7]=[C:8]([CH:25]=[CH:26][CH:27]=1)[CH2:9][N:10]1[CH:18]=[N:17][C:16]2[C:11]1=[N:12][C:13]([O:20][CH2:21][CH2:22]SC)=[N:14][C:15]=2[NH2:19])=[O:4].[C:28](=O)([O-])O.[Na+].O[O:34][S:35]([O-:37])=O.[K+]. (3) Given the product [CH3:14][N:15]1[CH:19]=[C:18]([C:20]2[CH:21]=[C:22]([C:26]3([CH:47]=[CH:9][C:10]#[N:11])[CH2:31][CH2:30][N:29]([C:32]4[N:40]=[CH:39][N:38]=[C:37]5[C:33]=4[N:34]=[CH:35][N:36]5[CH:41]4[CH2:46][CH2:45][CH2:44][CH2:43][O:42]4)[CH2:28][CH2:27]3)[CH:23]=[CH:24][CH:25]=2)[CH:17]=[N:16]1, predict the reactants needed to synthesize it. The reactants are: C(OP([CH2:9][C:10]#[N:11])(=O)OCC)C.[H-].[Na+].[CH3:14][N:15]1[CH:19]=[C:18]([C:20]2[CH:21]=[C:22]([C:26]3([CH:47]=O)[CH2:31][CH2:30][N:29]([C:32]4[N:40]=[CH:39][N:38]=[C:37]5[C:33]=4[N:34]=[CH:35][N:36]5[CH:41]4[CH2:46][CH2:45][CH2:44][CH2:43][O:42]4)[CH2:28][CH2:27]3)[CH:23]=[CH:24][CH:25]=2)[CH:17]=[N:16]1. (4) The reactants are: [C:1]([C@@H:5]1[N:9]([C:10]2[CH:15]=[C:14]([Cl:16])[C:13]([F:17])=[C:12]([Cl:18])[CH:11]=2)[C:8](=[O:19])[C@@H:7]([CH3:20])[N:6]1[C:21](=[O:26])[C:22]([F:25])([F:24])[F:23])([CH3:4])([CH3:3])[CH3:2].[Li+].C[Si]([N-][Si](C)(C)C)(C)C.[C:37]([C:39]1[CH:46]=[CH:45][C:42]([CH2:43]Br)=[CH:41][CH:40]=1)#[N:38].[NH4+].[Cl-]. Given the product [C:1]([C@H:5]1[N:6]([C:21](=[O:26])[C:22]([F:24])([F:23])[F:25])[C@@:7]([CH2:43][C:42]2[CH:45]=[CH:46][C:39]([C:37]#[N:38])=[CH:40][CH:41]=2)([CH3:20])[C:8](=[O:19])[N:9]1[C:10]1[CH:15]=[C:14]([Cl:16])[C:13]([F:17])=[C:12]([Cl:18])[CH:11]=1)([CH3:2])([CH3:3])[CH3:4], predict the reactants needed to synthesize it. (5) The reactants are: [Cl:1][C:2]1[CH:7]=[C:6]([F:8])[CH:5]=[CH:4][C:3]=1[NH:9][S:10]([CH:13]1[C:18]([C:19]([O:21][CH2:22][CH3:23])=[O:20])=[CH:17][CH2:16][CH2:15][CH2:14]1)(=[O:12])=[O:11].[C:24]([O:27][CH2:28]Br)(=[O:26])[CH3:25].C(=O)([O-])[O-].[K+].[K+]. Given the product [C:24]([O:27][CH2:28][N:9]([C:3]1[CH:4]=[CH:5][C:6]([F:8])=[CH:7][C:2]=1[Cl:1])[S:10]([CH:13]1[C:18]([C:19]([O:21][CH2:22][CH3:23])=[O:20])=[CH:17][CH2:16][CH2:15][CH2:14]1)(=[O:11])=[O:12])(=[O:26])[CH3:25], predict the reactants needed to synthesize it.